From a dataset of TCR-epitope binding with 47,182 pairs between 192 epitopes and 23,139 TCRs. Binary Classification. Given a T-cell receptor sequence (or CDR3 region) and an epitope sequence, predict whether binding occurs between them. The epitope is QASQEVKNW. The TCR CDR3 sequence is CASSPGGTTTDTQYF. Result: 0 (the TCR does not bind to the epitope).